From a dataset of Peptide-MHC class I binding affinity with 185,985 pairs from IEDB/IMGT. Regression. Given a peptide amino acid sequence and an MHC pseudo amino acid sequence, predict their binding affinity value. This is MHC class I binding data. The peptide sequence is VLQAGFFLLT. The MHC is HLA-A68:01 with pseudo-sequence HLA-A68:01. The binding affinity (normalized) is 0.